Dataset: Forward reaction prediction with 1.9M reactions from USPTO patents (1976-2016). Task: Predict the product of the given reaction. (1) Given the reactants [H-].[Na+].[I:3][C:4]1[CH:5]=[C:6]2[C:10](=[CH:11][CH:12]=1)[NH:9][C:8](=[O:13])[C:7]2=[O:14].Br[CH2:16][CH2:17][CH2:18][CH2:19][CH2:20][CH2:21][CH3:22].[Cl-].[NH4+], predict the reaction product. The product is: [I:3][C:4]1[CH:5]=[C:6]2[C:10](=[CH:11][CH:12]=1)[N:9]([CH2:16][CH2:17][CH2:18][CH2:19][CH2:20][CH2:21][CH3:22])[C:8](=[O:13])[C:7]2=[O:14]. (2) Given the reactants [CH2:1]([O:3][C:4]([C:6]1[C:11](Br)=[CH:10][CH:9]=[C:8]([CH3:13])[N:7]=1)=[O:5])[CH3:2].[NH2:14][C:15]1[CH:16]=[N:17][N:18]([CH3:20])[CH:19]=1, predict the reaction product. The product is: [CH2:1]([O:3][C:4]([C:6]1[C:11]([NH:14][C:15]2[CH:16]=[N:17][N:18]([CH3:20])[CH:19]=2)=[CH:10][CH:9]=[C:8]([CH3:13])[N:7]=1)=[O:5])[CH3:2]. (3) Given the reactants [N+:1]([C:4]1[CH:9]=[CH:8][C:7]([N:10]2[CH2:14][CH2:13][CH2:12][CH2:11]2)=[CH:6][C:5]=1[NH2:15])([O-:3])=[O:2].N1C=CC=CC=1.[C:22](Cl)(=[O:29])[C:23]1[CH:28]=[CH:27][CH:26]=[CH:25][CH:24]=1, predict the reaction product. The product is: [N+:1]([C:4]1[CH:9]=[CH:8][C:7]([N:10]2[CH2:14][CH2:13][CH2:12][CH2:11]2)=[CH:6][C:5]=1[NH:15][C:22](=[O:29])[C:23]1[CH:28]=[CH:27][CH:26]=[CH:25][CH:24]=1)([O-:3])=[O:2]. (4) Given the reactants [CH:1]1[C:13]([NH2:14])=[CH:12][C:11]2[CH2:15][CH2:16][CH2:17][N:9]3[C:10]=2[C:2]=1[C:3]1[CH2:4][CH2:5][CH2:6][CH2:7][C:8]=13.[C:18](Cl)(=[O:23])[CH2:19][CH:20]([CH3:22])[CH3:21], predict the reaction product. The product is: [CH:1]1[C:13]([NH:14][C:18](=[O:23])[CH2:19][CH:20]([CH3:22])[CH3:21])=[CH:12][C:11]2[CH2:15][CH2:16][CH2:17][N:9]3[C:10]=2[C:2]=1[C:3]1[CH2:4][CH2:5][CH2:6][CH2:7][C:8]=13. (5) The product is: [Br:19][C:20]1[C:21]([N:8]2[CH2:13][CH2:12][O:11][CH2:10][CH2:9]2)=[N:22][CH:23]=[C:24]([N+:26]([O-:28])=[O:27])[CH:25]=1. Given the reactants C(N(CC)CC)C.[NH:8]1[CH2:13][CH2:12][O:11][CH2:10][CH2:9]1.O1CCCC1.[Br:19][C:20]1[C:21](Cl)=[N:22][CH:23]=[C:24]([N+:26]([O-:28])=[O:27])[CH:25]=1, predict the reaction product. (6) Given the reactants [Br:1][C:2]1[CH:7]=[CH:6][C:5]([C:8]2[N:12]([C:13]3[CH:18]=[CH:17][C:16]([Cl:19])=[CH:15][C:14]=3[Cl:20])[N:11]=[C:10]([C:21](O)=[O:22])[C:9]=2[CH3:24])=[CH:4][CH:3]=1.FC(F)(F)C([O-])=O.[C:32]([C:35]1([C:41]2[CH:46]=[CH:45][CH:44]=[CH:43][CH:42]=2)[CH2:40][CH2:39][NH2+:38][CH2:37][CH2:36]1)(=[O:34])[NH2:33].F[P-](F)(F)(F)(F)F.N1(O[P+](N(C)C)(N(C)C)N(C)C)C2C=CC=CC=2N=N1.C(N(CC)CC)C, predict the reaction product. The product is: [Br:1][C:2]1[CH:7]=[CH:6][C:5]([C:8]2[N:12]([C:13]3[CH:18]=[CH:17][C:16]([Cl:19])=[CH:15][C:14]=3[Cl:20])[N:11]=[C:10]([C:21]([N:38]3[CH2:37][CH2:36][C:35]([C:41]4[CH:42]=[CH:43][CH:44]=[CH:45][CH:46]=4)([C:32]([NH2:33])=[O:34])[CH2:40][CH2:39]3)=[O:22])[C:9]=2[CH3:24])=[CH:4][CH:3]=1.